This data is from Full USPTO retrosynthesis dataset with 1.9M reactions from patents (1976-2016). The task is: Predict the reactants needed to synthesize the given product. (1) Given the product [CH:2]([O:4][S:14]([CH2:12][CH3:13])(=[O:16])=[O:15])([CH3:3])[CH3:1], predict the reactants needed to synthesize it. The reactants are: [CH3:1][CH:2]([OH:4])[CH3:3].C(N(CC)CC)C.[CH2:12]([S:14](Cl)(=[O:16])=[O:15])[CH3:13]. (2) Given the product [CH3:28][N:11]([CH3:10])[CH2:12][CH2:14][CH2:15][C:16]1[CH:17]=[C:18]([CH2:21][CH2:22][C:23]([O:25][CH2:26][CH3:27])=[O:24])[NH:19][CH:20]=1, predict the reactants needed to synthesize it. The reactants are: B1C2CCCC1CCC2.[CH3:10][N:11]([CH3:28])[C:12]([CH2:14][CH2:15][C:16]1[CH:17]=[C:18]([CH2:21][CH2:22][C:23]([O:25][CH2:26][CH3:27])=[O:24])[NH:19][CH:20]=1)=O.C(CN)O.